The task is: Predict which catalyst facilitates the given reaction.. This data is from Catalyst prediction with 721,799 reactions and 888 catalyst types from USPTO. (1) Reactant: [CH3:1][N:2]([CH3:22])[C:3]([C@H:5]1[CH2:10][CH2:9][C@H:8]([NH:11]C(=O)OCC2C=CC=CC=2)[CH2:7][CH2:6]1)=[O:4].[H][H]. Product: [NH2:11][C@H:8]1[CH2:7][CH2:6][C@H:5]([C:3]([N:2]([CH3:22])[CH3:1])=[O:4])[CH2:10][CH2:9]1. The catalyst class is: 19. (2) Reactant: Cl.CC1(C)[O:7][C@H:6]([C@@H:8]([CH2:23][S:24][CH3:25])[CH2:9][N:10]([CH2:12][C:13]2[C:17]3[N:18]=[CH:19][N:20]=[C:21]([NH2:22])[C:16]=3[NH:15][CH:14]=2)[CH3:11])[CH2:5][O:4]1. Product: [NH2:22][C:21]1[C:16]2[NH:15][CH:14]=[C:13]([CH2:12][N:10]([CH3:11])[CH2:9][C@H:8]([CH2:23][S:24][CH3:25])[C@@H:6]([OH:7])[CH2:5][OH:4])[C:17]=2[N:18]=[CH:19][N:20]=1. The catalyst class is: 5. (3) Reactant: [CH3:1][C:2]1[CH:7]=[C:6]([CH3:8])[CH:5]=[CH:4][C:3]=1B(O)O.Br[C:13]1[CH:14]=[C:15]([CH:21]=[CH:22][CH:23]=1)[C:16]([O:18][CH2:19][CH3:20])=[O:17].C(=O)([O-])[O-].[Cs+].[Cs+].C(O)C. Product: [CH3:1][C:2]1[CH:7]=[C:6]([CH3:8])[CH:5]=[CH:4][C:3]=1[C:22]1[CH:23]=[CH:13][CH:14]=[C:15]([C:16]([O:18][CH2:19][CH3:20])=[O:17])[CH:21]=1. The catalyst class is: 206. (4) Reactant: C(=O)([O-])[O-].[K+].[K+].[OH:7][C:8]1[CH:9]=[C:10]([B:14]2[O:22][C:19]([CH3:21])([CH3:20])[C:16]([CH3:18])([CH3:17])[O:15]2)[CH:11]=[CH:12][CH:13]=1.[CH3:23][O:24][CH2:25][CH2:26]Br. Product: [CH3:23][O:24][CH2:25][CH2:26][O:7][C:8]1[CH:9]=[C:10]([B:14]2[O:22][C:19]([CH3:21])([CH3:20])[C:16]([CH3:17])([CH3:18])[O:15]2)[CH:11]=[CH:12][CH:13]=1. The catalyst class is: 3. (5) Reactant: [C:1]([O:5][C:6](=[O:16])[NH:7][C@H:8]1[CH2:13][CH2:12][C@H:11](SC)[CH2:10][CH2:9]1)([CH3:4])([CH3:3])[CH3:2].O[O:18][S:19]([O-:21])=O.[K+].[CH3:23]O. Product: [C:1]([O:5][C:6](=[O:16])[NH:7][C@H:8]1[CH2:9][CH2:10][C@H:11]([S:19]([CH3:23])(=[O:21])=[O:18])[CH2:12][CH2:13]1)([CH3:4])([CH3:2])[CH3:3]. The catalyst class is: 69.